This data is from Catalyst prediction with 721,799 reactions and 888 catalyst types from USPTO. The task is: Predict which catalyst facilitates the given reaction. Reactant: [CH2:1]([O:3]C(C1C([N+]([O-])=O)=C(NC2C=CC=CC=2OC)N=C(Cl)N=1)=O)C.C(OC([N:32]1[CH2:36][CH2:35][C@H:34]([NH:37][C:38]2[N:43]=[C:42]([C:44](OCC)=[O:45])[C:41]([N+:49]([O-])=O)=[C:40]([NH:52][C:53]3[CH:58]=[CH:57][CH:56]=[CH:55][C:54]=3[O:59][CH3:60])[N:39]=2)[CH2:33]1)=O)(C)(C)C.C([N:68]1CCC(N)C1)(OC(C)(C)C)=O.C(N(C(C)C)CC)(C)C. Product: [CH3:60][O:59][C:54]1[CH:55]=[CH:56][CH:57]=[CH:58][C:53]=1[N:52]1[C:1](=[O:3])[NH:49][C:41]2[C:40]1=[N:39][C:38]([NH:37][C@H:34]1[CH2:35][CH2:36][NH:32][CH2:33]1)=[N:43][C:42]=2[C:44]([NH2:68])=[O:45]. The catalyst class is: 9.